Task: Predict the product of the given reaction.. Dataset: Forward reaction prediction with 1.9M reactions from USPTO patents (1976-2016) (1) Given the reactants Cl.[NH2:2][C:3]1[CH:12]=[C:11]([C:13]2[C:22]3[C:17](=[CH:18][C:19]([O:28][CH2:29][CH3:30])=[C:20]4[O:25][C:24]([CH3:27])([CH3:26])[CH2:23][C:21]4=3)[CH2:16][C:15]([CH3:32])([CH3:31])[N:14]=2)[CH:10]=[CH:9][C:4]=1[C:5]([O:7][CH3:8])=[O:6].Br[C:34]1[CH:39]=[CH:38][CH:37]=[CH:36][CH:35]=1.C(=O)([O-])[O-].[Cs+].[Cs+].C1(P(C2C=CC=CC=2)C2C=CC3C(=CC=CC=3)C=2C2C3C(=CC=CC=3)C=CC=2P(C2C=CC=CC=2)C2C=CC=CC=2)C=CC=CC=1.C(=O)([O-])O.[Na+], predict the reaction product. The product is: [CH2:29]([O:28][C:19]1[CH:18]=[C:17]2[C:22](=[C:21]3[CH2:23][C:24]([CH3:27])([CH3:26])[O:25][C:20]=13)[C:13]([C:11]1[CH:10]=[CH:9][C:4]([C:5]([O:7][CH3:8])=[O:6])=[C:3]([NH:2][C:34]3[CH:39]=[CH:38][CH:37]=[CH:36][CH:35]=3)[CH:12]=1)=[N:14][C:15]([CH3:31])([CH3:32])[CH2:16]2)[CH3:30]. (2) Given the reactants [OH-].[Li+].[Cl:3][C:4]1[CH:37]=[CH:36][CH:35]=[C:34]([Cl:38])[C:5]=1[C:6]([NH:8][C@H:9]([C:30]([O:32]C)=[O:31])[CH2:10][C:11]1[CH:16]=[CH:15][C:14]([O:17][CH:18]2[CH2:23][CH2:22][N:21]([C:24]3[CH:29]=[CH:28][CH:27]=[CH:26][CH:25]=3)[CH2:20][CH2:19]2)=[CH:13][CH:12]=1)=[O:7], predict the reaction product. The product is: [Cl:3][C:4]1[CH:37]=[CH:36][CH:35]=[C:34]([Cl:38])[C:5]=1[C:6]([NH:8][C@H:9]([C:30]([OH:32])=[O:31])[CH2:10][C:11]1[CH:12]=[CH:13][C:14]([O:17][CH:18]2[CH2:19][CH2:20][N:21]([C:24]3[CH:29]=[CH:28][CH:27]=[CH:26][CH:25]=3)[CH2:22][CH2:23]2)=[CH:15][CH:16]=1)=[O:7]. (3) Given the reactants Cl.ClC[CH2:4][C:5]1[CH:10]=[CH:9][CH:8]=[CH:7][N:6]=1.[NH:11]1[CH2:16][CH2:15][NH:14][CH2:13][CH2:12]1, predict the reaction product. The product is: [N:6]1[CH:7]=[CH:8][CH:9]=[CH:10][C:5]=1[CH2:4][N:11]1[CH2:16][CH2:15][NH:14][CH2:13][CH2:12]1. (4) Given the reactants [Cl:1][C:2]1[CH:3]=[C:4]([C:9]2([C:27]([F:30])([F:29])[F:28])[O:13][N:12]=[C:11]([C:14]3[CH:15]=[CH:16][C:17]([N:22]4[CH:26]=[CH:25][CH:24]=[N:23]4)=[C:18]([CH:21]=3)[C:19]#[N:20])[CH2:10]2)[CH:5]=[C:6]([Cl:8])[CH:7]=1.[Cl:31]N1C(=O)CCC1=O.O.C(OCC)(=O)C, predict the reaction product. The product is: [Cl:31][C:25]1[CH:24]=[N:23][N:22]([C:17]2[CH:16]=[CH:15][C:14]([C:11]3[CH2:10][C:9]([C:4]4[CH:3]=[C:2]([Cl:1])[CH:7]=[C:6]([Cl:8])[CH:5]=4)([C:27]([F:28])([F:30])[F:29])[O:13][N:12]=3)=[CH:21][C:18]=2[C:19]#[N:20])[CH:26]=1. (5) Given the reactants COC1C=C(OC)C=CC=1C[N:6]1[C:15]2[CH:14]=[C:13]([C:16]3[C:17]([O:23][CH3:24])=[N:18][CH:19]=[CH:20][C:21]=3[CH3:22])[CH:12]=[CH:11][C:10]=2[C:9]2[N:25]([CH:28]3[CH2:33][CH2:32][O:31][CH2:30][CH2:29]3)[N:26]=[CH:27][C:8]=2[C:7]1=[O:34], predict the reaction product. The product is: [CH3:24][O:23][C:17]1[C:16]([C:13]2[CH:12]=[CH:11][C:10]3[C:9]4[N:25]([CH:28]5[CH2:33][CH2:32][O:31][CH2:30][CH2:29]5)[N:26]=[CH:27][C:8]=4[C:7](=[O:34])[NH:6][C:15]=3[CH:14]=2)=[C:21]([CH3:22])[CH:20]=[CH:19][N:18]=1. (6) Given the reactants [O:1]=[C:2]1[CH2:8][NH:7][C:6]2[CH:9]=[CH:10][CH:11]=[CH:12][C:5]=2[CH2:4][N:3]1[CH2:13][C:14](O)=[O:15].CN1CCOCC1.ClC(OCC(C)C)=O.[H-].[Na+], predict the reaction product. The product is: [OH:15][CH2:14][CH2:13][N:3]1[CH2:4][C:5]2[CH:12]=[CH:11][CH:10]=[CH:9][C:6]=2[NH:7][CH2:8][C:2]1=[O:1]. (7) Given the reactants [OH:1][C:2]1[CH:29]=[C:28]([C:30]2[CH:35]=[CH:34][CH:33]=[CH:32][CH:31]=2)[CH:27]=[CH:26][C:3]=1[C:4]([NH:6][C:7]1[CH:19]=[C:18]([C:20]2[CH:25]=[CH:24][CH:23]=[CH:22][CH:21]=2)[CH:17]=[CH:16][C:8]=1[C:9]([O:11]C(C)(C)C)=[O:10])=[O:5], predict the reaction product. The product is: [OH:1][C:2]1[CH:29]=[C:28]([C:30]2[CH:35]=[CH:34][CH:33]=[CH:32][CH:31]=2)[CH:27]=[CH:26][C:3]=1[C:4]([NH:6][C:7]1[CH:19]=[C:18]([C:20]2[CH:25]=[CH:24][CH:23]=[CH:22][CH:21]=2)[CH:17]=[CH:16][C:8]=1[C:9]([OH:11])=[O:10])=[O:5]. (8) Given the reactants [Cl:1]C1C=CC=C(Cl)C=1CC#N.[OH-].[K+].[Cl:14][C:15]1[CH:20]=[CH:19][CH:18]=[C:17]([Cl:21])[C:16]=1[CH2:22][C:23]([OH:25])=O.C(Cl)(=O)C(Cl)=O, predict the reaction product. The product is: [Cl:14][C:15]1[CH:20]=[CH:19][CH:18]=[C:17]([Cl:21])[C:16]=1[CH2:22][C:23]([Cl:1])=[O:25]. (9) The product is: [Cl:30][C:28]1[N:27]=[CH:26][N:25]=[C:24]([O:23][C@H:11]2[CH2:10][C@H:9]([OH:8])[C@H:13]([CH2:14][OH:15])[CH2:12]2)[CH:29]=1. Given the reactants C([O:8][C@@H:9]1[C@H:13]([CH2:14][O:15]CC2C=CC=CC=2)[CH2:12][C@@H:11]([O:23][C:24]2[CH:29]=[C:28]([Cl:30])[N:27]=[CH:26][N:25]=2)[CH2:10]1)C1C=CC=CC=1.ClB(Cl)Cl, predict the reaction product. (10) The product is: [OH:8][C:7]1[C:2]2[O:1][N:13]=[C:9]([CH3:10])[C:3]=2[CH:4]=[CH:5][CH:6]=1. Given the reactants [OH:1][C:2]1[C:7]([OH:8])=[CH:6][CH:5]=[CH:4][C:3]=1[C:9](=O)[CH3:10].Cl.[NH2:13]O.C([O-])(=O)C.[Na+].C(OC(=O)C)(=O)C, predict the reaction product.